From a dataset of Full USPTO retrosynthesis dataset with 1.9M reactions from patents (1976-2016). Predict the reactants needed to synthesize the given product. (1) The reactants are: FC(F)(F)C(O)=O.[CH3:8][N:9]1[CH2:13][CH2:12][CH2:11][C@H:10]1[CH2:14][O:15][C:16]1[CH:24]=[CH:23][C:19]([C:20](O)=[O:21])=[C:18]([N:25]([CH:32]2[CH2:37][CH2:36][O:35][CH2:34][CH2:33]2)C(=O)C(F)(F)F)[CH:17]=1.C(Cl)(=O)C(Cl)=O.CCN(C(C)C)C(C)C.[F:53][C:54]1[CH:55]=[C:56]([CH:68]=[C:69]([F:71])[CH:70]=1)[CH2:57][C:58]1[CH:59]=[C:60]2[C:64](=[CH:65][CH:66]=1)[NH:63][N:62]=[C:61]2[NH2:67].CCOC(C)=O.CO.N. Given the product [F:53][C:54]1[CH:55]=[C:56]([CH:68]=[C:69]([F:71])[CH:70]=1)[CH2:57][C:58]1[CH:59]=[C:60]2[C:64](=[CH:65][CH:66]=1)[NH:63][N:62]=[C:61]2[NH:67][C:20](=[O:21])[C:19]1[CH:23]=[CH:24][C:16]([O:15][CH2:14][C@@H:10]2[CH2:11][CH2:12][CH2:13][N:9]2[CH3:8])=[CH:17][C:18]=1[NH:25][CH:32]1[CH2:33][CH2:34][O:35][CH2:36][CH2:37]1, predict the reactants needed to synthesize it. (2) The reactants are: [C:12]([O:11][C:9](O[C:9]([O:11][C:12]([CH3:15])([CH3:14])[CH3:13])=[O:10])=[O:10])([CH3:15])([CH3:14])[CH3:13].[CH2:16]([NH2:19])[CH2:17][NH2:18]. Given the product [NH2:18][CH2:17][CH2:16][NH:19][C:9]([O:11][C:12]([CH3:13])([CH3:14])[CH3:15])=[O:10], predict the reactants needed to synthesize it. (3) Given the product [NH2:27][CH2:26][C@@H:15]1[C@@H:14]([C@@:7]2([CH3:13])[CH2:8][CH2:9][C@H:10]([OH:12])[CH2:11][C@@H:6]2[CH2:5][OH:4])[CH2:22][CH2:21][C@@:20]2([CH3:23])[C@H:16]1[CH2:17][CH2:18][C@:19]2([CH3:24])[OH:25], predict the reactants needed to synthesize it. The reactants are: C([O:4][CH2:5][C@H:6]1[CH2:11][C@@H:10]([OH:12])[CH2:9][CH2:8][C@@:7]1([C@H:14]1[CH2:22][CH2:21][C@@:20]2([CH3:23])[C@@H:16]([CH2:17][CH2:18][C@@:19]2([OH:25])[CH3:24])[C@@H:15]1[CH2:26][NH2:27])[CH3:13])(=O)C.C(=O)([O-])[O-].[K+].[K+]. (4) Given the product [F:19][C:20]1[CH:25]=[C:24]([F:26])[CH:23]=[CH:22][C:21]=1[NH:27][C:28](=[O:29])[NH:1][C:2]1[CH:7]=[CH:6][C:5]([C:8]2[CH:12]=[C:11]([C:13]([O:15][CH2:16][CH3:17])=[O:14])[O:10][N:9]=2)=[CH:4][C:3]=1[CH3:18], predict the reactants needed to synthesize it. The reactants are: [NH2:1][C:2]1[CH:7]=[CH:6][C:5]([C:8]2[CH:12]=[C:11]([C:13]([O:15][CH2:16][CH3:17])=[O:14])[O:10][N:9]=2)=[CH:4][C:3]=1[CH3:18].[F:19][C:20]1[CH:25]=[C:24]([F:26])[CH:23]=[CH:22][C:21]=1[N:27]=[C:28]=[O:29].